Task: Predict which catalyst facilitates the given reaction.. Dataset: Catalyst prediction with 721,799 reactions and 888 catalyst types from USPTO Reactant: C(OC(=O)[NH:7][C:8]12[CH2:17][CH:12]3[CH2:13][CH:14]([CH2:16][CH:10]([CH:11]3[C:18]#[N:19])[CH2:9]1)[CH2:15]2)(C)(C)C.Cl. Product: [NH2:7][C:8]12[CH2:17][CH:12]3[CH2:13][CH:14]([CH2:16][CH:10]([CH:11]3[C:18]#[N:19])[CH2:9]1)[CH2:15]2. The catalyst class is: 12.